From a dataset of Catalyst prediction with 721,799 reactions and 888 catalyst types from USPTO. Predict which catalyst facilitates the given reaction. (1) Reactant: [Cl:1][C:2]1[N:6]2[CH:7]=[C:8]([C:15]3[CH:19]=[CH:18][O:17][CH:16]=3)[CH:9]=[C:10]([C:11]([F:14])([F:13])[F:12])[C:5]2=[N:4][C:3]=1[C:20](O)=[O:21].[NH:23]1[CH2:28][CH2:27][CH:26]([N:29]2[CH2:33][CH2:32][NH:31][C:30]2=[O:34])[CH2:25][CH2:24]1.CCN(C(C)C)C(C)C.CN(C(ON1N=NC2C=CC=NC1=2)=[N+](C)C)C.F[P-](F)(F)(F)(F)F. Product: [Cl:1][C:2]1[N:6]2[CH:7]=[C:8]([C:15]3[CH:19]=[CH:18][O:17][CH:16]=3)[CH:9]=[C:10]([C:11]([F:12])([F:14])[F:13])[C:5]2=[N:4][C:3]=1[C:20]([N:23]1[CH2:24][CH2:25][CH:26]([N:29]2[CH2:33][CH2:32][NH:31][C:30]2=[O:34])[CH2:27][CH2:28]1)=[O:21]. The catalyst class is: 85. (2) Product: [OH:1][CH2:2][CH2:3][O:8][C:9]1[CH:10]=[CH:11][C:12]([N:15]2[C:22](=[S:23])[N:21]([C:24]3[CH:25]=[C:26]([CH3:32])[C:27]([C:30]#[N:31])=[N:28][CH:29]=3)[C:20](=[O:33])[C:16]32[CH2:19][CH2:18][CH2:17]3)=[CH:13][CH:14]=1. Reactant: [O:1]1C(=O)C[CH2:3][C:2]1=O.[OH:8][C:9]1[CH:14]=[CH:13][C:12]([N:15]2[C:22](=[S:23])[N:21]([C:24]3[CH:25]=[C:26]([CH3:32])[C:27]([C:30]#[N:31])=[N:28][CH:29]=3)[C:20](=[O:33])[C:16]32[CH2:19][CH2:18][CH2:17]3)=[CH:11][CH:10]=1.C(=O)([O-])[O-].[K+].[K+]. The catalyst class is: 3.